This data is from Forward reaction prediction with 1.9M reactions from USPTO patents (1976-2016). The task is: Predict the product of the given reaction. (1) Given the reactants [NH2:1][N:2]1[CH:6]=[CH:5][CH:4]=[C:3]1[C:7]([NH:9][C@H:10]([C:12]1[CH:17]=[CH:16][CH:15]=[CH:14][CH:13]=1)[CH3:11])=[O:8].[C:18]([O:22][C:23]([NH:25][CH2:26][C:27](O)=[O:28])=[O:24])([CH3:21])([CH3:20])[CH3:19], predict the reaction product. The product is: [O:28]=[C:27]([NH:1][N:2]1[CH:6]=[CH:5][CH:4]=[C:3]1[C:7](=[O:8])[NH:9][C@H:10]([C:12]1[CH:17]=[CH:16][CH:15]=[CH:14][CH:13]=1)[CH3:11])[CH2:26][NH:25][C:23](=[O:24])[O:22][C:18]([CH3:20])([CH3:19])[CH3:21]. (2) Given the reactants [O:1]1[C:5]2([CH2:10][CH2:9][C:8](=[O:11])[CH2:7][CH2:6]2)[O:4][CH2:3][CH2:2]1.[CH2:12]([C:15]1[CH:20]=[CH:19][C:18]([Mg]Br)=[CH:17][CH:16]=1)[CH2:13][CH3:14], predict the reaction product. The product is: [CH2:12]([C:15]1[CH:20]=[CH:19][C:18]([C:8]2([OH:11])[CH2:7][CH2:6][C:5]3([O:4][CH2:3][CH2:2][O:1]3)[CH2:10][CH2:9]2)=[CH:17][CH:16]=1)[CH2:13][CH3:14]. (3) Given the reactants [CH2:1]([NH:8][C@@H:9]([CH3:12])[CH2:10][OH:11])[C:2]1[CH:7]=[CH:6][CH:5]=[CH:4][CH:3]=1.C(N(CC)CC)C.[Cl:20][CH2:21][C:22](Cl)=[O:23], predict the reaction product. The product is: [CH2:1]([N:8]([C@@H:9]([CH3:12])[CH2:10][OH:11])[C:22](=[O:23])[CH2:21][Cl:20])[C:2]1[CH:7]=[CH:6][CH:5]=[CH:4][CH:3]=1.